This data is from Retrosynthesis with 50K atom-mapped reactions and 10 reaction types from USPTO. The task is: Predict the reactants needed to synthesize the given product. Given the product Cn1c(C#N)ccc1-c1ccc(NC#N)cc1, predict the reactants needed to synthesize it. The reactants are: Cn1c(C#N)ccc1B(O)O.N#CNc1ccc(Br)cc1.